The task is: Predict the reactants needed to synthesize the given product.. This data is from Full USPTO retrosynthesis dataset with 1.9M reactions from patents (1976-2016). (1) The reactants are: Cl[C:2]1[N:7]=[C:6]([O:8][CH3:9])[N:5]=[C:4]([NH:10][C:11]2[CH:16]=[CH:15][C:14]([N:17]3[CH:21]=[C:20]([CH3:22])[N:19]=[CH:18]3)=[C:13]([O:23][CH3:24])[CH:12]=2)[N:3]=1.[CH3:25][NH:26][C@H:27]([C:30]1[CH:35]=[CH:34][CH:33]=[CH:32][CH:31]=1)[CH2:28][OH:29]. Given the product [CH3:9][O:8][C:6]1[N:5]=[C:4]([NH:10][C:11]2[CH:16]=[CH:15][C:14]([N:17]3[CH:21]=[C:20]([CH3:22])[N:19]=[CH:18]3)=[C:13]([O:23][CH3:24])[CH:12]=2)[N:3]=[C:2]([N:26]([CH3:25])[C@@H:27]([C:30]2[CH:35]=[CH:34][CH:33]=[CH:32][CH:31]=2)[CH2:28][OH:29])[N:7]=1, predict the reactants needed to synthesize it. (2) Given the product [CH2:14]([NH:16][C:2]1[CH:7]=[CH:6][C:5]([N+:8]([O-:10])=[O:9])=[CH:4][C:3]=1[N+:11]([O-:13])=[O:12])[CH3:15], predict the reactants needed to synthesize it. The reactants are: Cl[C:2]1[CH:7]=[CH:6][C:5]([N+:8]([O-:10])=[O:9])=[CH:4][C:3]=1[N+:11]([O-:13])=[O:12].[CH2:14]([NH2:16])[CH3:15].C(=O)([O-])O.[Na+]. (3) Given the product [OH:26][CH2:25][C:22]1[CH:23]=[CH:24][C:19]([NH:18][C:6]2[C:5]3[C:10](=[CH:11][C:12]([O:13][CH3:14])=[C:3]([O:2][CH3:1])[CH:4]=3)[N:9]=[CH:8][C:7]=2[C:15]([NH2:17])=[O:16])=[C:20]([CH3:29])[CH:21]=1, predict the reactants needed to synthesize it. The reactants are: [CH3:1][O:2][C:3]1[CH:4]=[C:5]2[C:10](=[CH:11][C:12]=1[O:13][CH3:14])[N:9]=[CH:8][C:7]([C:15]([NH2:17])=[O:16])=[C:6]2[NH:18][C:19]1[CH:24]=[CH:23][C:22]([C:25](OC)=[O:26])=[CH:21][C:20]=1[CH3:29].[BH4-].[Li+].O.C(O)(=O)C. (4) Given the product [ClH:1].[Cl:1][C:2]1[CH:3]=[CH:4][C:5]([C:6](=[O:7])[CH2:8][CH2:9][C:10]([N:45]2[CH2:46][CH2:47][N:42]([CH:37]3[CH2:41][CH2:40][CH2:39][CH2:38]3)[CH2:43][CH2:44]2)=[O:12])=[CH:13][CH:14]=1, predict the reactants needed to synthesize it. The reactants are: [Cl:1][C:2]1[CH:14]=[CH:13][C:5]([C:6]([CH2:8][CH2:9][C:10]([OH:12])=O)=[O:7])=[CH:4][CH:3]=1.ON1C2C=CC=CC=2N=N1.CCN=C=NCCCN(C)C.Cl.[CH:37]1([N:42]2[CH2:47][CH2:46][NH:45][CH2:44][CH2:43]2)[CH2:41][CH2:40][CH2:39][CH2:38]1. (5) Given the product [Cl:1][C:2]1[CH:3]=[C:4]([N:11]([CH2:18][C:19]2[CH:20]=[CH:21][C:22]([O:25][CH3:26])=[CH:23][CH:24]=2)[C:12]2[CH:17]=[CH:16][CH:15]=[CH:14][CH:13]=2)[C:5]2[N:6]([C:8]([C:32]([OH:34])=[O:33])=[CH:9][N:10]=2)[N:7]=1, predict the reactants needed to synthesize it. The reactants are: [Cl:1][C:2]1[CH:3]=[C:4]([N:11]([CH2:18][C:19]2[CH:24]=[CH:23][C:22]([O:25][CH3:26])=[CH:21][CH:20]=2)[C:12]2[CH:17]=[CH:16][CH:15]=[CH:14][CH:13]=2)[C:5]2[N:6]([CH:8]=[CH:9][N:10]=2)[N:7]=1.[Li]CCCC.[C:32](=[O:34])=[O:33]. (6) Given the product [NH2:12][C:13]1[CH:14]=[CH:15][C:16]([CH:19]([CH3:2])[C:20]([O:22][CH3:23])=[O:21])=[CH:17][CH:18]=1, predict the reactants needed to synthesize it. The reactants are: N[C:2]1C=CC(CC(O)=O)=CC=1.[NH2:12][C:13]1[CH:18]=[CH:17][C:16]([CH2:19][C:20]([O:22][CH3:23])=[O:21])=[CH:15][CH:14]=1.